Dataset: Full USPTO retrosynthesis dataset with 1.9M reactions from patents (1976-2016). Task: Predict the reactants needed to synthesize the given product. Given the product [C:1]([N:4]1[C:13]2[C:8](=[CH:9][C:10]([C:14]([NH2:31])=[O:16])=[CH:11][CH:12]=2)[CH:7]([NH:17][C:18]2[N:19]=[CH:20][CH:21]=[CH:22][N:23]=2)[CH:6]([CH3:24])[CH:5]1[CH:25]1[CH2:26][CH2:27]1)(=[O:3])[CH3:2], predict the reactants needed to synthesize it. The reactants are: [C:1]([N:4]1[C:13]2[C:8](=[CH:9][C:10]([C:14]([OH:16])=O)=[CH:11][CH:12]=2)[C@H:7]([NH:17][C:18]2[N:23]=[CH:22][CH:21]=[CH:20][N:19]=2)[C@@H:6]([CH3:24])[C@@H:5]1[CH:25]1[CH2:27][CH2:26]1)(=[O:3])[CH3:2].C([N:31]1C2C(=CC(C(O)=O)=CC=2)C(NC2N=CC=CN=2)C(C)C1C1CC1)(=O)C.[Cl-].[NH4+].CN(C(ON1N=NC2C=CC=NC1=2)=[N+](C)C)C.F[P-](F)(F)(F)(F)F.CCN(C(C)C)C(C)C.